Dataset: Forward reaction prediction with 1.9M reactions from USPTO patents (1976-2016). Task: Predict the product of the given reaction. (1) Given the reactants [C:1]([NH:3][C:4]([NH:6][C@@H:7]([CH2:20][CH:21]1[CH2:26][CH2:25][CH2:24][CH2:23][CH2:22]1)[CH2:8][N:9]([CH3:19])[C:10]([O:12][CH2:13][CH2:14][Si:15]([CH3:18])([CH3:17])[CH3:16])=[O:11])=S)#[N:2].Cl[C:28]1[CH:29]=[C:30]([C@:34]([C@@H:42]2[CH2:47][CH2:46][CH2:45][NH:44][CH2:43]2)([OH:41])[CH2:35][CH2:36][CH2:37][CH2:38][O:39][CH3:40])[CH:31]=[CH:32][CH:33]=1.C(Cl)CCl, predict the reaction product. The product is: [C:1]([N:3]=[C:4]([N:44]1[CH2:45][CH2:46][CH2:47][C@@H:42]([C@:34]([OH:41])([C:30]2[CH:29]=[CH:28][CH:33]=[CH:32][CH:31]=2)[CH2:35][CH2:36][CH2:37][CH2:38][O:39][CH3:40])[CH2:43]1)[NH:6][C@@H:7]([CH2:20][CH:21]1[CH2:26][CH2:25][CH2:24][CH2:23][CH2:22]1)[CH2:8][N:9]([CH3:19])[C:10]([O:12][CH2:13][CH2:14][Si:15]([CH3:18])([CH3:17])[CH3:16])=[O:11])#[N:2]. (2) Given the reactants [Cl:1][C:2]1[N:7]=[CH:6][C:5]([CH2:8][N:9]2[CH2:14][CH2:13][CH2:12][CH:11]3[O:15][C:16](=[O:18])[CH:17]=[C:10]23)=[CH:4][CH:3]=1.[C:19]([Li])(C)(C)C.CI, predict the reaction product. The product is: [Cl:1][C:2]1[N:7]=[CH:6][C:5]([CH2:8][N:9]2[CH2:14][CH2:13][CH2:12][C:11]3([CH3:19])[O:15][C:16](=[O:18])[CH:17]=[C:10]23)=[CH:4][CH:3]=1. (3) Given the reactants [Br:1][C:2]1[CH:3]=[N:4][C:5]([N:8]2[CH2:13][CH2:12][CH:11]([C@H:14]3[CH2:16][C@H:15]3[CH2:17][OH:18])[CH2:10][CH2:9]2)=[N:6][CH:7]=1.[H-].[Na+].Br[CH2:22][C:23]1[CH:28]=[CH:27][C:26]([S:29][CH3:30])=[CH:25][CH:24]=1, predict the reaction product. The product is: [Br:1][C:2]1[CH:3]=[N:4][C:5]([N:8]2[CH2:13][CH2:12][CH:11]([C@H:14]3[CH2:16][C@H:15]3[CH2:17][O:18][CH2:22][C:23]3[CH:28]=[CH:27][C:26]([S:29][CH3:30])=[CH:25][CH:24]=3)[CH2:10][CH2:9]2)=[N:6][CH:7]=1. (4) Given the reactants [N:1]([CH2:4][CH:5]1[O:9][C:8](=[O:10])[N:7]([CH2:11][C:12]2[CH:17]=[CH:16][CH:15]=[CH:14][CH:13]=2)[CH2:6]1)=[N+]=[N-].[H][H], predict the reaction product. The product is: [NH2:1][CH2:4][C@H:5]1[O:9][C:8](=[O:10])[N:7]([CH2:11][C:12]2[CH:17]=[CH:16][CH:15]=[CH:14][CH:13]=2)[CH2:6]1. (5) Given the reactants [CH3:1][O:2][C:3]1[CH:10]=[CH:9][C:6]([CH2:7][OH:8])=[CH:5][CH:4]=1.[H-].[Na+].Cl[C:14]1[C:23]2[C:22](=[O:24])[N:21]([CH3:25])[CH:20]=[N:19][C:18]=2[CH:17]=[C:16]([Cl:26])[N:15]=1, predict the reaction product. The product is: [Cl:26][C:16]1[N:15]=[C:14]([O:8][CH2:7][C:6]2[CH:9]=[CH:10][C:3]([O:2][CH3:1])=[CH:4][CH:5]=2)[C:23]2[C:22](=[O:24])[N:21]([CH3:25])[CH:20]=[N:19][C:18]=2[CH:17]=1. (6) The product is: [CH3:34][C@@H:14]1[CH:15]([C:26]([C:28]2[CH:33]=[CH:32][CH:31]=[CH:30][N:29]=2)=[O:27])[CH2:16][C@@H:17]2[C@:22]([CH3:23])([CH2:21][CH2:20][CH2:19][C:18]2([CH3:25])[CH3:24])[C@H:13]1[C:11]([C:5]1[CH:6]=[C:7]([OH:9])[CH:8]=[C:3]([OH:2])[CH:4]=1)=[O:12]. Given the reactants C[O:2][C:3]1[CH:4]=[C:5]([C:11]([C@@H:13]2[C@:22]3([CH3:23])[C@H:17]([C:18]([CH3:25])([CH3:24])[CH2:19][CH2:20][CH2:21]3)[CH2:16][CH:15]([C:26]([C:28]3[CH:33]=[CH:32][CH:31]=[CH:30][N:29]=3)=[O:27])[C@H:14]2[CH3:34])=[O:12])[CH:6]=[C:7]([O:9]C)[CH:8]=1.B(Br)(Br)Br.CO, predict the reaction product.